Dataset: Forward reaction prediction with 1.9M reactions from USPTO patents (1976-2016). Task: Predict the product of the given reaction. (1) Given the reactants Br.[CH:2]([C:5]1[O:6][C:7]([CH:10]2[CH2:14][CH2:13][NH:12][CH2:11]2)=[N:8][N:9]=1)([CH3:4])[CH3:3].[C:15]1([N:21]2[CH:25]=[C:24]([C:26]([NH:28][CH2:29][CH2:30][NH:31][C:32](=O)[O:33]C3C=CC=CC=3)=[O:27])[C:23]([C:41]([F:44])([F:43])[F:42])=[N:22]2)[CH:20]=[CH:19][CH:18]=[CH:17][CH:16]=1.C(=O)([O-])[O-].[Cs+].[Cs+], predict the reaction product. The product is: [CH:2]([C:5]1[O:6][C:7]([CH:10]2[CH2:14][CH2:13][N:12]([C:32]([NH:31][CH2:30][CH2:29][NH:28][C:26]([C:24]3[C:23]([C:41]([F:42])([F:43])[F:44])=[N:22][N:21]([C:15]4[CH:16]=[CH:17][CH:18]=[CH:19][CH:20]=4)[CH:25]=3)=[O:27])=[O:33])[CH2:11]2)=[N:8][N:9]=1)([CH3:4])[CH3:3]. (2) Given the reactants [CH:1]1([NH2:4])[CH2:3][CH2:2]1.[CH3:5][C:6]1[CH:7]=[C:8]([NH:13][C:14]([C:16]2[C:17]([S:22][CH2:23][C:24]3[CH:29]=[CH:28][N:27]=[C:26](S(C)=O)[N:25]=3)=[N:18][CH:19]=[CH:20][CH:21]=2)=[O:15])[CH:9]=[C:10]([CH3:12])[CH:11]=1.C(O)C, predict the reaction product. The product is: [CH:1]1([NH:4][C:26]2[N:25]=[C:24]([CH2:23][S:22][C:17]3[C:16]([C:14]([NH:13][C:8]4[CH:9]=[C:10]([CH3:12])[CH:11]=[C:6]([CH3:5])[CH:7]=4)=[O:15])=[CH:21][CH:20]=[CH:19][N:18]=3)[CH:29]=[CH:28][N:27]=2)[CH2:3][CH2:2]1.